From a dataset of Peptide-MHC class II binding affinity with 134,281 pairs from IEDB. Regression. Given a peptide amino acid sequence and an MHC pseudo amino acid sequence, predict their binding affinity value. This is MHC class II binding data. (1) The peptide sequence is QDFTNRINKLKNS. The MHC is DRB1_0101 with pseudo-sequence DRB1_0101. The binding affinity (normalized) is 0.634. (2) The peptide sequence is GPKEPFRDYVDRFYKTLR. The MHC is DRB1_0301 with pseudo-sequence DRB1_0301. The binding affinity (normalized) is 0.251. (3) The peptide sequence is YKKLRTSSFALNLPT. The MHC is HLA-DQA10101-DQB10501 with pseudo-sequence HLA-DQA10101-DQB10501. The binding affinity (normalized) is 0.481. (4) The peptide sequence is IKEKGKDKWIELKES. The MHC is HLA-DPA10201-DPB10501 with pseudo-sequence HLA-DPA10201-DPB10501. The binding affinity (normalized) is 0.209. (5) The peptide sequence is QAVLTATNFFGINTI. The MHC is DRB1_0405 with pseudo-sequence DRB1_0405. The binding affinity (normalized) is 0.679. (6) The peptide sequence is LVDEERKLHQQGRCR. The MHC is HLA-DQA10501-DQB10302 with pseudo-sequence HLA-DQA10501-DQB10302. The binding affinity (normalized) is 0. (7) The peptide sequence is KVGEVCSFYADPKRY. The MHC is DRB1_0301 with pseudo-sequence DRB1_0301. The binding affinity (normalized) is 0.572. (8) The peptide sequence is EKKYFARTQFEPLAA. The MHC is DRB1_1001 with pseudo-sequence DRB1_1001. The binding affinity (normalized) is 0.667. (9) The peptide sequence is GLCAFLATRIFGRRS. The MHC is DRB5_0101 with pseudo-sequence DRB5_0101. The binding affinity (normalized) is 1.00. (10) The peptide sequence is GPPVEASAAALAGDA. The MHC is HLA-DQA10102-DQB10602 with pseudo-sequence HLA-DQA10102-DQB10602. The binding affinity (normalized) is 0.657.